Dataset: Reaction yield outcomes from USPTO patents with 853,638 reactions. Task: Predict the reaction yield, written as a fraction of the theoretical maximum amount of product (1.0 means a 100% yield; for example, 0.34 means a 34% yield). The reactants are P(Br)(Br)[Br:2].[CH2:5]([O:7][C:8](=[O:13])[C:9]([CH2:11]O)=[CH2:10])[CH3:6].O. The catalyst is CCOCC. The product is [CH2:5]([O:7][C:8](=[O:13])[C:9]([CH2:11][Br:2])=[CH2:10])[CH3:6]. The yield is 0.566.